Dataset: Peptide-MHC class I binding affinity with 185,985 pairs from IEDB/IMGT. Task: Regression. Given a peptide amino acid sequence and an MHC pseudo amino acid sequence, predict their binding affinity value. This is MHC class I binding data. (1) The MHC is H-2-Kb with pseudo-sequence H-2-Kb. The peptide sequence is QFGWYGRL. The binding affinity (normalized) is 0.509. (2) The peptide sequence is LQLPRDKFR. The MHC is HLA-A11:01 with pseudo-sequence HLA-A11:01. The binding affinity (normalized) is 0.